Dataset: Forward reaction prediction with 1.9M reactions from USPTO patents (1976-2016). Task: Predict the product of the given reaction. (1) Given the reactants [F:1][C:2]1[S:6][C:5]2[C:7]3([O:20][CH2:21][C:22]([F:24])([F:23])[C:4]=2[CH:3]=1)[CH2:12][CH2:11][N:10](C(OC(C)(C)C)=O)[CH2:9][CH2:8]3.Cl, predict the reaction product. The product is: [F:1][C:2]1[S:6][C:5]2[C:7]3([O:20][CH2:21][C:22]([F:23])([F:24])[C:4]=2[CH:3]=1)[CH2:8][CH2:9][NH:10][CH2:11][CH2:12]3. (2) Given the reactants [CH2:1]([N:8]1[CH2:12][CH2:11][CH:10]([O:13][C:14]2[C:15](Cl)=[N:16][CH:17]=[CH:18][CH:19]=2)[CH2:9]1)[C:2]1[CH:7]=[CH:6][CH:5]=[CH:4][CH:3]=1.C(=O)([O-])[O-].[Na+].[Na+].[N:27]1[CH:32]=[CH:31][C:30](B(O)O)=[CH:29][CH:28]=1.COCCOC, predict the reaction product. The product is: [CH2:1]([N:8]1[CH2:12][CH2:11][CH:10]([O:13][C:14]2[C:15]([C:30]3[CH:31]=[CH:32][N:27]=[CH:28][CH:29]=3)=[N:16][CH:17]=[CH:18][CH:19]=2)[CH2:9]1)[C:2]1[CH:7]=[CH:6][CH:5]=[CH:4][CH:3]=1.